Regression. Given two drug SMILES strings and cell line genomic features, predict the synergy score measuring deviation from expected non-interaction effect. From a dataset of NCI-60 drug combinations with 297,098 pairs across 59 cell lines. (1) Cell line: SR. Drug 1: CC1=C(C(CCC1)(C)C)C=CC(=CC=CC(=CC(=O)O)C)C. Drug 2: COCCOC1=C(C=C2C(=C1)C(=NC=N2)NC3=CC=CC(=C3)C#C)OCCOC.Cl. Synergy scores: CSS=4.24, Synergy_ZIP=-3.78, Synergy_Bliss=-0.681, Synergy_Loewe=-3.00, Synergy_HSA=-0.375. (2) Drug 1: CN(C)C1=NC(=NC(=N1)N(C)C)N(C)C. Drug 2: C1=CC(=CC=C1CCCC(=O)O)N(CCCl)CCCl. Cell line: SR. Synergy scores: CSS=41.8, Synergy_ZIP=-3.97, Synergy_Bliss=-6.77, Synergy_Loewe=-8.46, Synergy_HSA=-4.84. (3) Drug 1: C1=NC2=C(N1)C(=S)N=C(N2)N. Drug 2: C1CN1P(=S)(N2CC2)N3CC3. Cell line: LOX IMVI. Synergy scores: CSS=49.1, Synergy_ZIP=-4.33, Synergy_Bliss=-5.09, Synergy_Loewe=-6.20, Synergy_HSA=-1.78. (4) Cell line: K-562. Drug 2: C(CN)CNCCSP(=O)(O)O. Synergy scores: CSS=-14.8, Synergy_ZIP=1.35, Synergy_Bliss=-7.23, Synergy_Loewe=-18.6, Synergy_HSA=-14.0. Drug 1: CN(C)C1=NC(=NC(=N1)N(C)C)N(C)C. (5) Drug 1: C1=NC2=C(N=C(N=C2N1C3C(C(C(O3)CO)O)O)F)N. Drug 2: C1=NC(=NC(=O)N1C2C(C(C(O2)CO)O)O)N. Cell line: NCI-H460. Synergy scores: CSS=62.9, Synergy_ZIP=-0.191, Synergy_Bliss=1.37, Synergy_Loewe=-25.1, Synergy_HSA=-0.368. (6) Drug 1: C1CCC(C1)C(CC#N)N2C=C(C=N2)C3=C4C=CNC4=NC=N3. Drug 2: CCC1(C2=C(COC1=O)C(=O)N3CC4=CC5=C(C=CC(=C5CN(C)C)O)N=C4C3=C2)O.Cl. Cell line: SN12C. Synergy scores: CSS=38.2, Synergy_ZIP=-10.3, Synergy_Bliss=-1.16, Synergy_Loewe=-15.3, Synergy_HSA=1.38. (7) Drug 1: C1CN1C2=NC(=NC(=N2)N3CC3)N4CC4. Drug 2: C1CNP(=O)(OC1)N(CCCl)CCCl. Cell line: OVCAR-8. Synergy scores: CSS=19.3, Synergy_ZIP=-5.23, Synergy_Bliss=-5.52, Synergy_Loewe=-30.5, Synergy_HSA=-6.55. (8) Drug 1: CC1=CC2C(CCC3(C2CCC3(C(=O)C)OC(=O)C)C)C4(C1=CC(=O)CC4)C. Cell line: UACC-257. Synergy scores: CSS=0.0360, Synergy_ZIP=1.72, Synergy_Bliss=1.43, Synergy_Loewe=-1.53, Synergy_HSA=-1.23. Drug 2: CC1=CC=C(C=C1)C2=CC(=NN2C3=CC=C(C=C3)S(=O)(=O)N)C(F)(F)F.